This data is from Peptide-MHC class I binding affinity with 185,985 pairs from IEDB/IMGT. The task is: Regression. Given a peptide amino acid sequence and an MHC pseudo amino acid sequence, predict their binding affinity value. This is MHC class I binding data. (1) The peptide sequence is KLNHHKPPT. The MHC is HLA-A69:01 with pseudo-sequence HLA-A69:01. The binding affinity (normalized) is 0.0847. (2) The peptide sequence is TTILDVDLR. The MHC is HLA-A68:01 with pseudo-sequence HLA-A68:01. The binding affinity (normalized) is 0.669. (3) The peptide sequence is MLTNASGHA. The MHC is HLA-A02:19 with pseudo-sequence HLA-A02:19. The binding affinity (normalized) is 0.0847. (4) The peptide sequence is GLLDVTDNV. The MHC is HLA-A02:06 with pseudo-sequence HLA-A02:06. The binding affinity (normalized) is 1.00. (5) The peptide sequence is ASTNLGSSF. The MHC is HLA-B15:03 with pseudo-sequence HLA-B15:03. The binding affinity (normalized) is 0.528.